This data is from Catalyst prediction with 721,799 reactions and 888 catalyst types from USPTO. The task is: Predict which catalyst facilitates the given reaction. (1) The catalyst class is: 1. Product: [CH3:35][S:36]([O:27][CH2:26][C:22]1[CH:23]=[CH:24][CH:25]=[C:20]([C:11]2[C:12]3[C:13]([O:18][CH3:19])=[N:14][CH:15]=[CH:16][C:17]=3[N:9]([C:3]3[C:4]([F:8])=[CH:5][CH:6]=[CH:7][C:2]=3[F:1])[N:10]=2)[CH:21]=1)(=[O:38])=[O:37].[Cl:39][CH2:26][C:22]1[CH:21]=[C:20]([C:11]2[C:12]3[C:13]([O:18][CH3:19])=[N:14][CH:15]=[CH:16][C:17]=3[N:9]([C:3]3[C:2]([F:1])=[CH:7][CH:6]=[CH:5][C:4]=3[F:8])[N:10]=2)[CH:25]=[CH:24][CH:23]=1. Reactant: [F:1][C:2]1[CH:7]=[CH:6][CH:5]=[C:4]([F:8])[C:3]=1[N:9]1[C:17]2[CH:16]=[CH:15][N:14]=[C:13]([O:18][CH3:19])[C:12]=2[C:11]([C:20]2[CH:21]=[C:22]([CH2:26][OH:27])[CH:23]=[CH:24][CH:25]=2)=[N:10]1.C(N(CC)CC)C.[CH3:35][S:36]([Cl:39])(=[O:38])=[O:37].C(=O)([O-])O.[Na+]. (2) Reactant: N(C(OCC)=O)=NC(OCC)=O.[CH2:13]([N:20]1[CH2:24][CH2:23][C:22]([C:26]2[CH:31]=[CH:30][CH:29]=[CH:28][C:27]=2[CH2:32][OH:33])(O)[CH2:21]1)[C:14]1[CH:19]=[CH:18][CH:17]=[CH:16][CH:15]=1.C1(P(C2C=CC=CC=2)C2C=CC=CC=2)C=CC=CC=1. Product: [CH2:13]([N:20]1[CH2:24][CH2:23][C:22]2([C:26]3[CH:31]=[CH:30][CH:29]=[CH:28][C:27]=3[CH2:32][O:33]2)[CH2:21]1)[C:14]1[CH:15]=[CH:16][CH:17]=[CH:18][CH:19]=1. The catalyst class is: 1. (3) Reactant: [N:1]1[CH:6]=[CH:5][CH:4]=[CH:3][C:2]=1[N:7]1[CH2:12][CH2:11][NH:10][CH2:9][CH2:8]1.[CH3:13][C:14]1[CH:19]=[CH:18][CH:17]=[CH:16][C:15]=1[NH:20][C:21](=[O:24])[CH2:22]Cl.C(=O)([O-])[O-].[Na+].[Na+]. Product: [CH3:13][C:14]1[CH:19]=[CH:18][CH:17]=[CH:16][C:15]=1[NH:20][C:21](=[O:24])[CH2:22][N:10]1[CH2:9][CH2:8][N:7]([C:2]2[CH:3]=[CH:4][CH:5]=[CH:6][N:1]=2)[CH2:12][CH2:11]1. The catalyst class is: 35. (4) Reactant: [OH-].[Na+].[OH:3][C:4]1[CH:9]=[CH:8][C:7]([C:10]([C:13]2C=CC(O)=CC=2)([CH3:12])[CH3:11])=[CH:6][CH:5]=1. Product: [CH3:13][C:10]([C:7]1[CH:6]=[CH:5][C:4]([OH:3])=[CH:9][CH:8]=1)([CH3:11])[CH3:12]. The catalyst class is: 6. (5) Reactant: [OH:1][C:2]1[CH:15]=[CH:14][C:5]2[C@H:6]([CH2:9][C:10]([O:12][CH3:13])=[O:11])[CH2:7][O:8][C:4]=2[CH:3]=1.[CH2:16]([S:18][CH2:19][CH2:20][O:21][C:22]1[CH:27]=[C:26]([CH3:28])[C:25]([C:29]2[CH:34]=[CH:33][CH:32]=[C:31]([CH2:35]O)[CH:30]=2)=[C:24]([CH3:37])[CH:23]=1)[CH3:17].C(P(CCCC)CCCC)CCC.N(C(N1CCCCC1)=O)=NC(N1CCCCC1)=O. Product: [CH2:16]([S:18][CH2:19][CH2:20][O:21][C:22]1[CH:27]=[C:26]([CH3:28])[C:25]([C:29]2[CH:34]=[CH:33][CH:32]=[C:31]([CH2:35][O:1][C:2]3[CH:15]=[CH:14][C:5]4[C@H:6]([CH2:9][C:10]([O:12][CH3:13])=[O:11])[CH2:7][O:8][C:4]=4[CH:3]=3)[CH:30]=2)=[C:24]([CH3:37])[CH:23]=1)[CH3:17]. The catalyst class is: 345. (6) Reactant: C[CH:2]([CH2:7][O:8][C:9]1[CH:14]=[CH:13][C:12]([C:15](=[N:17][O:18][CH2:19][C:20]2[CH:25]=[CH:24][C:23]([C:26]([F:29])([F:28])[F:27])=[CH:22][CH:21]=2)[CH3:16])=[CH:11][CH:10]=1)[C:3]([O:5]C)=[O:4].[OH-:30].[Na+]. Product: [OH:30][CH:2]([CH2:7][O:8][C:9]1[CH:14]=[CH:13][C:12]([C:15](=[N:17][O:18][CH2:19][C:20]2[CH:21]=[CH:22][C:23]([C:26]([F:29])([F:28])[F:27])=[CH:24][CH:25]=2)[CH3:16])=[CH:11][CH:10]=1)[C:3]([OH:5])=[O:4]. The catalyst class is: 24.